Dataset: Reaction yield outcomes from USPTO patents with 853,638 reactions. Task: Predict the reaction yield, written as a fraction of the theoretical maximum amount of product (1.0 means a 100% yield; for example, 0.34 means a 34% yield). (1) The reactants are Br.[N+:2]([C:5]1[CH:10]=[CH:9][C:8]([CH2:11][C@@H:12]([C:14]2[N:15]=[C:16]([C:19]3[CH:24]=[CH:23][CH:22]=[CH:21][CH:20]=3)[S:17][CH:18]=2)[NH2:13])=[CH:7][CH:6]=1)([O-:4])=[O:3].C([O-])([O-])=O.[Ca+2].[C:30](Cl)(Cl)=[S:31]. The catalyst is C(Cl)(Cl)(Cl)Cl.O.C(Cl)Cl.O. The product is [N:13]([C@H:12]([C:14]1[N:15]=[C:16]([C:19]2[CH:20]=[CH:21][CH:22]=[CH:23][CH:24]=2)[S:17][CH:18]=1)[CH2:11][C:8]1[CH:7]=[CH:6][C:5]([N+:2]([O-:4])=[O:3])=[CH:10][CH:9]=1)=[C:30]=[S:31]. The yield is 0.930. (2) The reactants are C(OC([N:8]1[CH2:13][CH2:12][CH:11]([N:14]2[CH2:18][CH2:17][CH2:16][C@H:15]2[CH2:19][O:20][C:21](=[O:28])[C:22]2[CH:27]=[CH:26][CH:25]=[CH:24][CH:23]=2)[CH2:10][CH2:9]1)=O)(C)(C)C.C(O)(C(F)(F)F)=O.C(=O)([O-])[O-].[Na+].[Na+]. The catalyst is C(Cl)Cl. The product is [NH:8]1[CH2:13][CH2:12][CH:11]([N:14]2[CH2:18][CH2:17][CH2:16][C@H:15]2[CH2:19][O:20][C:21](=[O:28])[C:22]2[CH:23]=[CH:24][CH:25]=[CH:26][CH:27]=2)[CH2:10][CH2:9]1. The yield is 0.950. (3) The reactants are C[CH:2]([CH2:7][CH2:8][C:9]([OH:11])=O)[CH2:3]C(O)=O.S(=O)(=O)(O)O.[OH-].[NH4+].[C:19](=[O:22])(O)O.[NH2:23][C:24]([NH2:26])=N.[CH3:27]C(C)([O-])C.[K+]. The catalyst is C(O)C.C(OCC)(=O)C. The product is [CH3:27][C:24]1[N:26]=[C:9]([OH:11])[C:8]([CH2:7][C:2]#[CH:3])=[C:19]([OH:22])[N:23]=1. The yield is 0.190. (4) The reactants are [Cl:1][C:2]1[C:11]2[C:6](=[CH:7][CH:8]=[CH:9][C:10]=2[O:12][CH:13]2[CH2:18][CH2:17][N:16]([CH3:19])[CH2:15][CH2:14]2)[N:5]=[CH:4][N:3]=1.[NH2:20][C:21]1[CH:22]=[C:23]2[C:27](=[CH:28][CH:29]=1)[NH:26][CH:25]=[C:24]2[C:30]#[N:31]. No catalyst specified. The product is [ClH:1].[C:30]([C:24]1[C:23]2[C:27](=[CH:28][CH:29]=[C:21]([NH:20][C:2]3[C:11]4[C:6](=[CH:7][CH:8]=[CH:9][C:10]=4[O:12][CH:13]4[CH2:18][CH2:17][N:16]([CH3:19])[CH2:15][CH2:14]4)[N:5]=[CH:4][N:3]=3)[CH:22]=2)[NH:26][CH:25]=1)#[N:31]. The yield is 0.280. (5) The reactants are [C:1]([O-:4])(=[O:3])[CH3:2].[Na+].Cl[CH2:7][Si:8]([O:13][CH3:14])([O:11][CH3:12])[O:9][CH3:10].[SiH4]. The catalyst is [Br-].C([P+](CCCC)(CCCC)CCCC)CCC.C(OC)(=O)CCCCCCCCCCC. The product is [C:1]([O:4][CH2:7][Si:8]([O:13][CH3:14])([O:11][CH3:12])[O:9][CH3:10])(=[O:3])[CH3:2]. The yield is 0.950.